From a dataset of Forward reaction prediction with 1.9M reactions from USPTO patents (1976-2016). Predict the product of the given reaction. (1) Given the reactants [N+:1]([C:4]1[CH:16]=[CH:15][C:7]([CH:8]=[N:9][CH2:10][Si](C)(C)C)=[CH:6][CH:5]=1)([O-:3])=[O:2].[C:17](Cl)(=[O:24])[C:18]1[CH:23]=[CH:22][CH:21]=[CH:20][CH:19]=1.[C:26]([O:30][CH3:31])(=[O:29])[CH:27]=[CH2:28], predict the reaction product. The product is: [CH3:31][O:30][C:26]([CH:27]1[CH2:28][CH2:10][N:9]([C:17](=[O:24])[C:18]2[CH:23]=[CH:22][CH:21]=[CH:20][CH:19]=2)[CH:8]1[C:7]1[CH:15]=[CH:16][C:4]([N+:1]([O-:3])=[O:2])=[CH:5][CH:6]=1)=[O:29]. (2) Given the reactants Cl[C:2]1[C:6](=[O:7])[O:5][CH2:4][C:3]=1[N:8]1[CH2:12][CH2:11][C:10]2([CH2:17][CH2:16][N:15](C(OC(C)(C)C)=O)[CH2:14][CH2:13]2)[C:9]1=[O:25].FC(F)(F)[C:28]([OH:30])=O.[CH2:33](Cl)Cl, predict the reaction product. The product is: [CH3:33][O:30][CH2:28][C:2]1[C:6](=[O:7])[O:5][CH2:4][C:3]=1[N:8]1[CH2:12][CH2:11][C:10]2([CH2:13][CH2:14][NH:15][CH2:16][CH2:17]2)[C:9]1=[O:25]. (3) The product is: [F:1][C:2]1[CH:3]=[C:4]([CH:8]([C:10]2[N:11]([CH3:16])[C:12]([NH:26][CH2:25][CH2:24][CH2:23][N:17]3[CH2:22][CH2:21][CH2:20][CH2:19][CH2:18]3)=[N:13][CH:14]=2)[OH:9])[CH:5]=[CH:6][CH:7]=1. Given the reactants [F:1][C:2]1[CH:3]=[C:4]([CH:8]([C:10]2[N:11]([CH3:16])[C:12](Cl)=[N:13][CH:14]=2)[OH:9])[CH:5]=[CH:6][CH:7]=1.[N:17]1([CH2:23][CH2:24][CH2:25][NH2:26])[CH2:22][CH2:21][CH2:20][CH2:19][CH2:18]1.C(N(C(C)C)CC)(C)C, predict the reaction product.